This data is from Forward reaction prediction with 1.9M reactions from USPTO patents (1976-2016). The task is: Predict the product of the given reaction. Given the reactants [C:1]1([C:11]2[N:15]3[CH:16]=[CH:17][CH:18]=[CH:19][C:14]3=[C:13]([C:20]([OH:22])=O)[N:12]=2)[C:10]2[C:5](=[CH:6][CH:7]=[CH:8][CH:9]=2)[CH:4]=[CH:3][CH:2]=1.C(Cl)CCl.C1C=CC2N(O)N=NC=2C=1.CCN(CC)CC.[C:44]12([NH2:54])[CH2:53][CH:48]3[CH2:49][CH:50]([CH2:52][CH:46]([CH2:47]3)[CH2:45]1)[CH2:51]2, predict the reaction product. The product is: [C:44]12([NH:54][C:20]([C:13]3[N:12]=[C:11]([C:1]4[C:10]5[C:5](=[CH:6][CH:7]=[CH:8][CH:9]=5)[CH:4]=[CH:3][CH:2]=4)[N:15]4[CH:16]=[CH:17][CH:18]=[CH:19][C:14]=34)=[O:22])[CH2:51][CH:50]3[CH2:49][CH:48]([CH2:47][CH:46]([CH2:52]3)[CH2:45]1)[CH2:53]2.